Dataset: Full USPTO retrosynthesis dataset with 1.9M reactions from patents (1976-2016). Task: Predict the reactants needed to synthesize the given product. (1) Given the product [CH3:1][O:2][C:3]1[CH:4]=[CH:5][C:6]([C:7]([NH:20][C:21]2[N:29]=[CH:28][N:27]=[C:26]3[C:22]=2[N:23]=[CH:24][N:25]3[C@H:30]2[O:43][C@@H:42]([CH2:44][O:45][C:46]([C:61]3[CH:62]=[CH:63][CH:64]=[CH:65][CH:66]=3)([C:55]3[CH:56]=[CH:57][CH:58]=[CH:59][CH:60]=3)[C:47]3[CH:48]=[CH:49][C:50]([O:53][CH3:54])=[CH:51][CH:52]=3)[C@H:32]([OH:33])[CH2:31]2)([C:8]2[CH:9]=[CH:10][CH:11]=[CH:12][CH:13]=2)[C:14]2[CH:15]=[CH:16][CH:17]=[CH:18][CH:19]=2)=[CH:67][CH:68]=1, predict the reactants needed to synthesize it. The reactants are: [CH3:1][O:2][C:3]1[CH:68]=[CH:67][C:6]([C:7]([NH:20][C:21]2[N:29]=[CH:28][N:27]=[C:26]3[C:22]=2[N:23]=[CH:24][N:25]3[C@H:30]2[O:43][C@@H:42]([CH2:44][O:45][C:46]([C:61]3[CH:66]=[CH:65][CH:64]=[CH:63][CH:62]=3)([C:55]3[CH:60]=[CH:59][CH:58]=[CH:57][CH:56]=3)[C:47]3[CH:52]=[CH:51][C:50]([O:53][CH3:54])=[CH:49][CH:48]=3)[C@H:32]([O:33]C(=O)C3C=CC=CC=3)[CH2:31]2)([C:14]2[CH:19]=[CH:18][CH:17]=[CH:16][CH:15]=2)[C:8]2[CH:13]=[CH:12][CH:11]=[CH:10][CH:9]=2)=[CH:5][CH:4]=1. (2) Given the product [CH:15]([O:12][C:6]1[C:5]([CH3:13])=[C:4]2[C:9]([CH:10]=[CH:11][C:2]([CH3:1])=[N:3]2)=[CH:8][CH:7]=1)([CH3:17])[CH3:16], predict the reactants needed to synthesize it. The reactants are: [CH3:1][C:2]1[CH:11]=[CH:10][C:9]2[C:4](=[C:5]([CH3:13])[C:6]([OH:12])=[CH:7][CH:8]=2)[N:3]=1.I[CH:15]([CH3:17])[CH3:16].C(=O)([O-])[O-].[K+].[K+].O. (3) Given the product [OH:1][CH:2]([CH2:14][N:16]([CH3:17])[CH3:15])[CH2:3][O:4][C:5]1[CH:10]=[CH:9][C:8]([N+:11]([O-:13])=[O:12])=[CH:7][CH:6]=1, predict the reactants needed to synthesize it. The reactants are: [O:1]1[CH2:14][CH:2]1[CH2:3][O:4][C:5]1[CH:10]=[CH:9][C:8]([N+:11]([O-:13])=[O:12])=[CH:7][CH:6]=1.[CH3:15][NH:16][CH3:17]. (4) Given the product [CH3:1][S:2][C:3]1[C:4]2[CH:11]=[C:10]([CH:23]=[O:24])[S:9][C:5]=2[N:6]=[CH:7][N:8]=1, predict the reactants needed to synthesize it. The reactants are: [CH3:1][S:2][C:3]1[C:4]2[CH:11]=[CH:10][S:9][C:5]=2[N:6]=[CH:7][N:8]=1.[Li+].CC([N-]C(C)C)C.CN([CH:23]=[O:24])C.